Dataset: Catalyst prediction with 721,799 reactions and 888 catalyst types from USPTO. Task: Predict which catalyst facilitates the given reaction. (1) Reactant: [C:1]1([C:7]2[CH:8]=[N:9][NH:10][C:11]=2[NH2:12])[CH:6]=[CH:5][CH:4]=[CH:3][CH:2]=1.[NH:13]1[C:21]2[C:16](=[CH:17][CH:18]=[C:19]([C:22](=O)[CH2:23][C:24](OCC)=[O:25])[CH:20]=2)[CH:15]=[CH:14]1. Product: [NH:13]1[C:21]2[C:16](=[CH:17][CH:18]=[C:19]([C:22]3[NH:12][C:11]4[N:10]([N:9]=[CH:8][C:7]=4[C:1]4[CH:2]=[CH:3][CH:4]=[CH:5][CH:6]=4)[C:24](=[O:25])[CH:23]=3)[CH:20]=2)[CH:15]=[CH:14]1. The catalyst class is: 15. (2) Reactant: [CH:1]([O:14][CH:15]1[CH2:20][CH2:19][NH:18][CH2:17][CH2:16]1)([C:8]1[CH:13]=[CH:12][CH:11]=[CH:10][CH:9]=1)[C:2]1[CH:7]=[CH:6][CH:5]=[CH:4][CH:3]=1.[CH:21]([C:23]1[C:24]([C:28]([O:30][CH2:31][CH3:32])=[O:29])=[N:25][NH:26][CH:27]=1)=O.C(O[BH-](OC(=O)C)OC(=O)C)(=O)C.[Na+]. The catalyst class is: 4. Product: [CH:1]([O:14][CH:15]1[CH2:20][CH2:19][N:18]([CH2:21][C:23]2[C:24]([C:28]([O:30][CH2:31][CH3:32])=[O:29])=[N:25][NH:26][CH:27]=2)[CH2:17][CH2:16]1)([C:8]1[CH:13]=[CH:12][CH:11]=[CH:10][CH:9]=1)[C:2]1[CH:3]=[CH:4][CH:5]=[CH:6][CH:7]=1. (3) Reactant: Br[CH2:2][C:3]([C:5]1[CH:10]=[CH:9][C:8](Br)=[CH:7][CH:6]=1)=O.[C:12]([O-:15])([O-])=[O:13].[K+].[K+].[CH3:18][N:19]1[CH2:24][CH2:23][NH:22][CH2:21][CH2:20]1.[C:25](#[N:27])[CH3:26]. Product: [C:25]([C:26]1[CH:7]=[CH:6][C:5]([C:24]2[N:19]3[CH:18]=[C:3]([C:5]4[CH:10]=[CH:9][C:8]([C:12]([OH:15])=[O:13])=[CH:7][CH:6]=4)[CH:2]=[CH:20][C:21]3=[N:22][CH:23]=2)=[CH:3][CH:2]=1)#[N:27]. The catalyst class is: 22. (4) Reactant: Cl.Cl.[NH2:3][CH2:4][C:5]1[CH:10]=[CH:9][N:8]=[C:7]([N:11]2[C:15](=[O:16])[C:14]([C:17]3[CH:18]=[N:19][CH:20]=[CH:21][CH:22]=3)=[CH:13][NH:12]2)[CH:6]=1.C(N(CC)CC)C.[C:30]([Cl:38])(=[O:37])[C:31]1[CH:36]=[CH:35][CH:34]=[CH:33][CH:32]=1. Product: [ClH:38].[O:16]=[C:15]1[N:11]([C:7]2[CH:6]=[C:5]([CH2:4][NH:3][C:30](=[O:37])[C:31]3[CH:36]=[CH:35][CH:34]=[CH:33][CH:32]=3)[CH:10]=[CH:9][N:8]=2)[NH:12][CH:13]=[C:14]1[C:17]1[CH:18]=[N:19][CH:20]=[CH:21][CH:22]=1. The catalyst class is: 3. (5) Reactant: [Cl:1][C:2]1[CH:3]=[C:4]([NH:8][C:9]2[N:14]=[C:13]([C:15]3[CH:20]=[CH:19][N:18]=[C:17]([N:21]4[C:25](=O)[C:24]([CH3:28])([CH3:27])[C:23]([CH3:29])=[N:22]4)[CH:16]=3)[CH:12]=[CH:11][N:10]=2)[CH:5]=[CH:6][CH:7]=1.COC1C=CC(P2(SP(C3C=CC(OC)=CC=3)(=S)S2)=[S:39])=CC=1. Product: [Cl:1][C:2]1[CH:3]=[C:4]([NH:8][C:9]2[N:14]=[C:13]([C:15]3[CH:20]=[CH:19][N:18]=[C:17]([N:21]4[C:25](=[S:39])[C:24]([CH3:28])([CH3:27])[C:23]([CH3:29])=[N:22]4)[CH:16]=3)[CH:12]=[CH:11][N:10]=2)[CH:5]=[CH:6][CH:7]=1. The catalyst class is: 11. (6) Reactant: [CH:1]([NH:4][CH:5]([CH3:7])C)([CH3:3])C.CCCCCC.C([Li])CCC.FC1[C:25]([I:26])=CC=CN=1.Cl[C:28]([O:30][CH3:31])=[O:29].[CH3:32][O-:33].[Na+]. Product: [I:26][C:25]1[C:3]([C:28]([O:30][CH3:31])=[O:29])=[C:1]([O:33][CH3:32])[N:4]=[CH:5][CH:7]=1. The catalyst class is: 87. (7) Reactant: O=[O+][O-].[O:4]=O.[C:6]([O:10][C:11]([NH:13][C@@H:14]([CH2:22][C:23]1[CH:28]=[CH:27][CH:26]=[CH:25][CH:24]=1)[C@@H:15]([O:18][C:19](=[O:21])[CH3:20])[CH:16]=C)=[O:12])([CH3:9])([CH3:8])[CH3:7].O=O.S(C)C. Product: [C:6]([O:10][C:11]([NH:13][C@@H:14]([CH2:22][C:23]1[CH:24]=[CH:25][CH:26]=[CH:27][CH:28]=1)[C@@H:15]([O:18][C:19](=[O:21])[CH3:20])[CH:16]=[O:4])=[O:12])([CH3:7])([CH3:8])[CH3:9]. The catalyst class is: 2. (8) Reactant: Cl[C:2](=[O:8])[C:3]([O:5][CH2:6][CH3:7])=[O:4].[F:9][C:10]([F:30])([F:29])[C:11]1[CH:28]=[CH:27][CH:26]=[CH:25][C:12]=1[C:13]([N:15]1[CH2:20][CH2:19][N:18]([C:21]([NH:23][NH2:24])=[S:22])[CH2:17][CH2:16]1)=[O:14].C(N(CC)CC)C.C(OCC)(=O)C. Product: [CH2:6]([O:5][C:3](=[O:4])[C:2](=[O:8])[NH:24][NH:23][C:21]([N:18]1[CH2:19][CH2:20][N:15]([C:13](=[O:14])[C:12]2[CH:25]=[CH:26][CH:27]=[CH:28][C:11]=2[C:10]([F:29])([F:9])[F:30])[CH2:16][CH2:17]1)=[S:22])[CH3:7]. The catalyst class is: 3.